This data is from NCI-60 drug combinations with 297,098 pairs across 59 cell lines. The task is: Regression. Given two drug SMILES strings and cell line genomic features, predict the synergy score measuring deviation from expected non-interaction effect. Drug 1: CC1=C(C=C(C=C1)C(=O)NC2=CC(=CC(=C2)C(F)(F)F)N3C=C(N=C3)C)NC4=NC=CC(=N4)C5=CN=CC=C5. Drug 2: C(CCl)NC(=O)N(CCCl)N=O. Cell line: HCT116. Synergy scores: CSS=7.37, Synergy_ZIP=-2.13, Synergy_Bliss=-0.168, Synergy_Loewe=-0.569, Synergy_HSA=-0.415.